This data is from Full USPTO retrosynthesis dataset with 1.9M reactions from patents (1976-2016). The task is: Predict the reactants needed to synthesize the given product. (1) Given the product [NH2:33][C:12](=[O:13])[CH:11]([NH:15][C:16](=[O:30])[C:17]1[CH:22]=[CH:21][C:20]([O:23][CH2:24][CH2:25][C:26]([F:29])([F:28])[F:27])=[CH:19][CH:18]=1)[CH2:10][C:7]1[CH:8]=[CH:9][C:4]([O:3][C:2]([F:32])([F:31])[F:1])=[CH:5][CH:6]=1, predict the reactants needed to synthesize it. The reactants are: [F:1][C:2]([F:32])([F:31])[O:3][C:4]1[CH:9]=[CH:8][C:7]([CH2:10][CH:11]([NH:15][C:16](=[O:30])[C:17]2[CH:22]=[CH:21][C:20]([O:23][CH2:24][CH2:25][C:26]([F:29])([F:28])[F:27])=[CH:19][CH:18]=2)[C:12](O)=[O:13])=[CH:6][CH:5]=1.[NH3:33]. (2) Given the product [CH3:10][C:6]1[C:7]([C:8]#[N:9])=[C:2]([NH:17][C:16]2[CH:18]=[CH:19][CH:20]=[C:14]([CH3:13])[CH:15]=2)[N:3]=[C:4]([S:11][CH3:12])[N:5]=1, predict the reactants needed to synthesize it. The reactants are: Cl[C:2]1[C:7]([C:8]#[N:9])=[C:6]([CH3:10])[N:5]=[C:4]([S:11][CH3:12])[N:3]=1.[CH3:13][C:14]1[CH:15]=[C:16]([CH:18]=[CH:19][CH:20]=1)[NH2:17].C(N(C(C)C)CC)(C)C. (3) Given the product [CH3:12][C:9]1[CH:8]=[CH:7][CH:6]=[C:5]2[C:10]=1[CH:11]=[C:2]([N:25]1[CH2:24][CH2:23][N:22]([CH2:21][CH2:20][N:14]3[CH2:15][CH2:16][CH2:17][CH2:18][CH2:19]3)[CH2:27][CH2:26]1)[NH:3][C:4]2=[O:13], predict the reactants needed to synthesize it. The reactants are: Cl[C:2]1[NH:3][C:4](=[O:13])[C:5]2[C:10]([CH:11]=1)=[C:9]([CH3:12])[CH:8]=[CH:7][CH:6]=2.[N:14]1([CH2:20][CH2:21][N:22]2[CH2:27][CH2:26][NH:25][CH2:24][CH2:23]2)[CH2:19][CH2:18][CH2:17][CH2:16][CH2:15]1. (4) Given the product [NH2:1][C:2]1[NH:7][C:6](=[O:8])[C:5]([S:9]([C:10]2[CH:15]=[CH:14][C:13]([Cl:16])=[C:12]([C:17]([F:18])([F:19])[F:20])[CH:11]=2)=[O:30])=[C:4]([C:21]([F:23])([F:24])[F:22])[N:3]=1, predict the reactants needed to synthesize it. The reactants are: [NH2:1][C:2]1[NH:7][C:6](=[O:8])[C:5]([S:9][C:10]2[CH:15]=[CH:14][C:13]([Cl:16])=[C:12]([C:17]([F:20])([F:19])[F:18])[CH:11]=2)=[C:4]([C:21]([F:24])([F:23])[F:22])[N:3]=1.OO.CN(C)C=[O:30].